The task is: Predict which catalyst facilitates the given reaction.. This data is from Catalyst prediction with 721,799 reactions and 888 catalyst types from USPTO. Reactant: [CH2:1]([C:3]1[C:12]([C:13]2[S:17][C:16]([C:18]3[CH:19]=[CH:20][C:21]([O:26][CH:27]([CH3:29])[CH3:28])=[C:22]([CH:25]=3)[C:23]#[N:24])=[N:15][CH:14]=2)=[CH:11][CH:10]=[C:9]2[C:4]=1[CH2:5][CH2:6][N:7]=[CH:8]2)[CH3:2].[BH4-].[Na+]. The catalyst class is: 14. Product: [CH2:1]([C:3]1[C:12]([C:13]2[S:17][C:16]([C:18]3[CH:19]=[CH:20][C:21]([O:26][CH:27]([CH3:28])[CH3:29])=[C:22]([CH:25]=3)[C:23]#[N:24])=[N:15][CH:14]=2)=[CH:11][CH:10]=[C:9]2[C:4]=1[CH2:5][CH2:6][NH:7][CH2:8]2)[CH3:2].